From a dataset of Reaction yield outcomes from USPTO patents with 853,638 reactions. Predict the reaction yield, written as a fraction of the theoretical maximum amount of product (1.0 means a 100% yield; for example, 0.34 means a 34% yield). (1) The reactants are [C:1]1(C)C=[CH:5][C:4](S(O)(=O)=O)=[CH:3][CH:2]=1.[O:12]1[CH:17]=[CH:16][CH2:15][CH2:14][CH2:13]1.[OH:18][C@@H:19]1[CH2:43][CH2:42][C@@:41]2([CH3:44])[C@H:21]([CH2:22][C@@H:23]([OH:46])[C@@H:24]3[C@@H:40]2[CH2:39][CH2:38][C@@:37]2([CH3:45])[C@H:25]3[CH2:26][CH2:27][C@@H:28]2[C@H:29]([CH3:36])[CH2:30][CH2:31][C:32]([O:34][CH3:35])=[O:33])[CH2:20]1.[OH2:47]. The catalyst is O1CCOCC1. The product is [O:12]1[CH2:13][CH2:14][CH2:15][CH2:16][CH:17]1[O:18][C@@H:19]1[CH2:43][CH2:42][C@@:41]2([CH3:44])[C@H:21]([CH2:22][C@@H:23]([O:46][CH:5]3[CH2:4][CH2:3][CH2:2][CH2:1][O:47]3)[C@@H:24]3[C@@H:40]2[CH2:39][CH2:38][C@@:37]2([CH3:45])[C@H:25]3[CH2:26][CH2:27][C@@H:28]2[C@H:29]([CH3:36])[CH2:30][CH2:31][C:32]([O:34][CH3:35])=[O:33])[CH2:20]1. The yield is 0.900. (2) The reactants are Br[C:2]1[CH:7]=[CH:6][C:5]([C:8]2[N:12]([C:13]3[CH:18]=[CH:17][N:16]=[CH:15][CH:14]=3)[N:11]=[CH:10][CH:9]=2)=[CH:4][CH:3]=1.[C:19]([Si:21]([CH3:24])([CH3:23])[CH3:22])#[CH:20].O. The catalyst is O1CCOCC1.Cl[Pd](Cl)([P](C1C=CC=CC=1)(C1C=CC=CC=1)C1C=CC=CC=1)[P](C1C=CC=CC=1)(C1C=CC=CC=1)C1C=CC=CC=1.[Cu]I. The product is [CH3:22][Si:21]([C:19]#[C:20][C:2]1[CH:7]=[CH:6][C:5]([C:8]2[N:12]([C:13]3[CH:18]=[CH:17][N:16]=[CH:15][CH:14]=3)[N:11]=[CH:10][CH:9]=2)=[CH:4][CH:3]=1)([CH3:24])[CH3:23]. The yield is 0.950. (3) The yield is 0.966. The reactants are [O:1]([CH2:8][C:9]([OH:11])=O)[C:2]1[CH:7]=[CH:6][CH:5]=[CH:4][CH:3]=1.C(Cl)(=O)C(Cl)=O.CN(C=O)C.[O:23]=[C:24]1[CH2:29][CH2:28][NH:27][CH2:26][CH:25]1[C:30]([O:32][CH2:33][CH3:34])=[O:31]. The catalyst is C(Cl)Cl.O. The product is [O:23]=[C:24]1[CH2:29][CH2:28][N:27]([C:9](=[O:11])[CH2:8][O:1][C:2]2[CH:3]=[CH:4][CH:5]=[CH:6][CH:7]=2)[CH2:26][CH:25]1[C:30]([O:32][CH2:33][CH3:34])=[O:31]. (4) The reactants are Cl.C[O:3][C:4](=[O:38])[C:5]1[CH:10]=[CH:9][C:8]([O:11][C:12]2[CH:17]=[CH:16][C:15]([CH2:18][C@H:19]([NH2:37])[C:20]3[N:21]([CH2:33][CH2:34][CH2:35][CH3:36])[CH:22]=[C:23]([C:25]4[CH:30]=[CH:29][C:28]([Cl:31])=[CH:27][C:26]=4[Cl:32])[N:24]=3)=[CH:14][CH:13]=2)=[CH:7][CH:6]=1.[CH2:39]([S:43](Cl)(=[O:45])=[O:44])[CH2:40][CH2:41][CH3:42]. No catalyst specified. The product is [CH2:39]([S:43]([NH:37][C@H:19]([C:20]1[N:21]([CH2:33][CH2:34][CH2:35][CH3:36])[CH:22]=[C:23]([C:25]2[CH:30]=[CH:29][C:28]([Cl:31])=[CH:27][C:26]=2[Cl:32])[N:24]=1)[CH2:18][C:15]1[CH:14]=[CH:13][C:12]([O:11][C:8]2[CH:9]=[CH:10][C:5]([C:4]([OH:3])=[O:38])=[CH:6][CH:7]=2)=[CH:17][CH:16]=1)(=[O:45])=[O:44])[CH2:40][CH2:41][CH3:42]. The yield is 0.680. (5) The reactants are [CH3:1][C:2]([OH:21])([CH2:4][CH2:5][NH:6][C:7]1[CH:12]=[N:11][C:10]([C:13]#[C:14][C:15]2[CH:20]=[CH:19][CH:18]=[CH:17][CH:16]=2)=[CH:9][N:8]=1)[CH3:3].C(N(CC)CC)C.Cl[C:30](Cl)([O:32]C(=O)OC(Cl)(Cl)Cl)Cl. The catalyst is C1COCC1. The product is [CH3:3][C:2]1([CH3:1])[O:21][C:30](=[O:32])[N:6]([C:7]2[CH:12]=[N:11][C:10]([C:13]#[C:14][C:15]3[CH:16]=[CH:17][CH:18]=[CH:19][CH:20]=3)=[CH:9][N:8]=2)[CH2:5][CH2:4]1. The yield is 0.720. (6) The reactants are [CH2:1]([C:5]1[C:9](/[CH:10]=[CH:11]/[C:12]2[S:13][C:14]([C:18]([OH:20])=O)=[C:15]([CH3:17])[N:16]=2)=[C:8]([CH3:21])[O:7][N:6]=1)[CH2:2][CH2:3][CH3:4].[CH:22]1([NH2:25])[CH2:24][CH2:23]1. The yield is 0.440. The product is [CH:22]1([NH:25][C:18]([C:14]2[S:13][C:12](/[CH:11]=[CH:10]/[C:9]3[C:5]([CH2:1][CH2:2][CH2:3][CH3:4])=[N:6][O:7][C:8]=3[CH3:21])=[N:16][C:15]=2[CH3:17])=[O:20])[CH2:24][CH2:23]1. No catalyst specified.